This data is from Catalyst prediction with 721,799 reactions and 888 catalyst types from USPTO. The task is: Predict which catalyst facilitates the given reaction. Reactant: Br[C:2]1[CH:3]=[C:4]2[O:10][C:9](=[O:11])[N:8]([CH2:12][CH3:13])[C:5]2=[N:6][CH:7]=1.[CH3:14][C:15]1([CH3:31])[C:19]([CH3:21])([CH3:20])[O:18][B:17]([B:17]2[O:18][C:19]([CH3:21])([CH3:20])[C:15]([CH3:31])([CH3:14])[O:16]2)[O:16]1.ClCCl.C([O-])(=O)C.[K+]. Product: [CH2:12]([N:8]1[C:5]2=[N:6][CH:7]=[C:2]([B:17]3[O:18][C:19]([CH3:21])([CH3:20])[C:15]([CH3:31])([CH3:14])[O:16]3)[CH:3]=[C:4]2[O:10][C:9]1=[O:11])[CH3:13]. The catalyst class is: 75.